Dataset: Catalyst prediction with 721,799 reactions and 888 catalyst types from USPTO. Task: Predict which catalyst facilitates the given reaction. (1) Reactant: [CH3:1][C:2]1([CH3:20])[C:15]2[CH:14]=[CH:13][CH:12]=[CH:11][C:10]=2[N:9]([CH2:16][CH2:17][C:18]#[N:19])[C:8]2[C:3]1=[CH:4][CH:5]=[CH:6][CH:7]=2.[N-:21]=[N+:22]=[N-:23].[Na+].[Cl-].[NH4+].Cl. Product: [CH3:1][C:2]1([CH3:20])[C:15]2[CH:14]=[CH:13][CH:12]=[CH:11][C:10]=2[N:9]([CH2:16][CH2:17][C:18]2[NH:23][N:22]=[N:21][N:19]=2)[C:8]2[C:3]1=[CH:4][CH:5]=[CH:6][CH:7]=2. The catalyst class is: 136. (2) Reactant: [C:1]1([CH2:7][CH2:8][CH2:9][CH2:10][CH2:11][CH:12]=O)[CH:6]=[CH:5][CH:4]=[CH:3][CH:2]=1.[C:14]([NH:18][OH:19])([CH3:17])([CH3:16])[CH3:15]. Product: [C:14]([N+:18]([O-:19])=[CH:12][CH2:11][CH2:10][CH2:9][CH2:8][CH2:7][C:1]1[CH:6]=[CH:5][CH:4]=[CH:3][CH:2]=1)([CH3:17])([CH3:16])[CH3:15]. The catalyst class is: 5. (3) Reactant: [Cl-:1].C(OC([NH:12][C:13]([CH3:26])([CH3:25])[CH2:14][CH2:15][N+:16]1([CH3:24])[CH2:21][CH2:20][C:19]([F:23])([F:22])[CH2:18][CH2:17]1)=O)C1C=CC=CC=1. Product: [ClH:1].[Cl-:1].[NH2:12][C:13]([CH3:26])([CH3:25])[CH2:14][CH2:15][N+:16]1([CH3:24])[CH2:21][CH2:20][C:19]([F:23])([F:22])[CH2:18][CH2:17]1. The catalyst class is: 386.